From a dataset of Reaction yield outcomes from USPTO patents with 853,638 reactions. Predict the reaction yield, written as a fraction of the theoretical maximum amount of product (1.0 means a 100% yield; for example, 0.34 means a 34% yield). (1) The product is [Br:24][C:25]1[CH:30]=[CH:29][C:28]([CH2:31][C:6]2([C:9]([O:11][CH3:12])=[O:10])[CH2:5][CH2:4][CH:3]([CH:2]([F:13])[F:1])[CH2:8][CH2:7]2)=[C:27]([I:33])[CH:26]=1. The yield is 0.530. The catalyst is C1COCC1. The reactants are [F:1][CH:2]([F:13])[CH:3]1[CH2:8][CH2:7][CH:6]([C:9]([O:11][CH3:12])=[O:10])[CH2:5][CH2:4]1.N#N.C([N-]C(C)C)(C)C.[Li+].[Br:24][C:25]1[CH:30]=[CH:29][C:28]([CH2:31]Br)=[C:27]([I:33])[CH:26]=1. (2) The yield is 0.780. The reactants are [Cl:1][C:2]1[CH:15]=[CH:14][C:5]([CH2:6][C:7]2[CH:12]=[CH:11][C:10]([OH:13])=[CH:9][CH:8]=2)=[CH:4][CH:3]=1.[H-].[Na+].[C:18]([O:22][C:23]([N:25]1[CH2:29][CH2:28][CH2:27][C@@H:26]1[CH2:30]OS(C1C=CC(C)=CC=1)(=O)=O)=[O:24])([CH3:21])([CH3:20])[CH3:19]. The product is [C:18]([O:22][C:23]([N:25]1[CH2:29][CH2:28][CH2:27][C@@H:26]1[CH2:30][O:13][C:10]1[CH:11]=[CH:12][C:7]([CH2:6][C:5]2[CH:4]=[CH:3][C:2]([Cl:1])=[CH:15][CH:14]=2)=[CH:8][CH:9]=1)=[O:24])([CH3:21])([CH3:19])[CH3:20]. The catalyst is CN(C=O)C. (3) The reactants are S([O:11][CH2:12][CH2:13][O:14][CH2:15][CH2:16][O:17][CH2:18][CH2:19][O:20][CH2:21][CH2:22][OH:23])(C1C=CC(C)=CC=1)(=O)=O.[C:24]1(=[O:34])[NH:28][C:27](=[O:29])[C:26]2=[CH:30][CH:31]=[CH:32][CH:33]=[C:25]12.N12CCCN=C1CCCCC2. The catalyst is CN(C=O)C. The product is [C:24]1(=[O:34])[NH:28][C:27](=[O:29])[C:26]2=[CH:30][CH:31]=[CH:32][CH:33]=[C:25]12.[CH2:22]([OH:23])[CH2:21][O:20][CH2:19][CH2:18][O:17][CH2:16][CH2:15][O:14][CH2:13][CH2:12][OH:11]. The yield is 0.800.